The task is: Regression/Classification. Given a drug SMILES string, predict its absorption, distribution, metabolism, or excretion properties. Task type varies by dataset: regression for continuous measurements (e.g., permeability, clearance, half-life) or binary classification for categorical outcomes (e.g., BBB penetration, CYP inhibition). Dataset: cyp2d6_veith.. This data is from CYP2D6 inhibition data for predicting drug metabolism from PubChem BioAssay. (1) The molecule is O=C(Cc1ccc2c(c1)CCCC2)Nc1ccccc1Br. The result is 0 (non-inhibitor). (2) The drug is Cc1ccccc1NC(=O)c1cccc2nc3ccccc3nc12. The result is 0 (non-inhibitor). (3) The molecule is CN(C)C(=O)c1ccc(-c2ccc3ncnc(N(C)C)c3c2)cc1. The result is 0 (non-inhibitor). (4) The compound is CN1C(=O)OC(C)(C)C1=O. The result is 0 (non-inhibitor). (5) The drug is Cc1cc(/C=C2\SC(=S)NC2=O)c(C)n1C. The result is 0 (non-inhibitor).